Predict which catalyst facilitates the given reaction. From a dataset of Catalyst prediction with 721,799 reactions and 888 catalyst types from USPTO. Reactant: Br[C:2]1[CH:3]=[CH:4][C:5](O)=[C:6]([C:8]2[CH:17]=[CH:16][C:15]3[C:10](=[CH:11][CH:12]=[C:13]([C:18]4[N:22]([CH:23]5[CH2:28][CH2:27][CH2:26][CH2:25][CH2:24]5)[C:21]5[CH:29]=[CH:30][C:31]([C:33]([OH:35])=[O:34])=[CH:32][C:20]=5[N:19]=4)[CH:14]=3)[N:9]=2)[CH:7]=1.CO[C:39]1[CH:40]=[C:41](C(=O)C)[C:42]([C:39]2[CH:44]=[CH:43][CH:42]=[CH:41][C:40]=2C)=[CH:43][CH:44]=1.[OH-].[K+]. Product: [C:3]1([C:39]2[CH:40]=[CH:41][CH:42]=[CH:43][CH:44]=2)[CH:4]=[CH:5][C:6]([C:8]2[CH:17]=[CH:16][C:15]3[C:10](=[CH:11][CH:12]=[C:13]([C:18]4[N:22]([CH:23]5[CH2:28][CH2:27][CH2:26][CH2:25][CH2:24]5)[C:21]5[CH:29]=[CH:30][C:31]([C:33]([OH:35])=[O:34])=[CH:32][C:20]=5[N:19]=4)[CH:14]=3)[N:9]=2)=[CH:7][CH:2]=1. The catalyst class is: 8.